From a dataset of Reaction yield outcomes from USPTO patents with 853,638 reactions. Predict the reaction yield, written as a fraction of the theoretical maximum amount of product (1.0 means a 100% yield; for example, 0.34 means a 34% yield). (1) The reactants are Cl[C:2]1[N:7]=[C:6]([O:8][CH3:9])[N:5]=[C:4]([NH:10][C:11]2[CH:16]=[CH:15][C:14]([N:17]3[CH:21]=[C:20]([CH3:22])[N:19]=[CH:18]3)=[C:13]([O:23][CH3:24])[CH:12]=2)[N:3]=1.[Cl:25][C:26]1[CH:32]=[CH:31][C:29]([NH2:30])=[CH:28][CH:27]=1. No catalyst specified. The product is [Cl:25][C:26]1[CH:32]=[CH:31][C:29]([NH:30][C:2]2[N:3]=[C:4]([NH:10][C:11]3[CH:16]=[CH:15][C:14]([N:17]4[CH:21]=[C:20]([CH3:22])[N:19]=[CH:18]4)=[C:13]([O:23][CH3:24])[CH:12]=3)[N:5]=[C:6]([O:8][CH3:9])[N:7]=2)=[CH:28][CH:27]=1. The yield is 0.150. (2) The reactants are [Mg].Cl[C:3]1[CH:4]=[CH:5][C:6]([F:11])=[C:7]([CH:10]=1)[C:8]#[N:9].CN(C)[CH:14]=[O:15]. The catalyst is O1CCCC1.II. The product is [F:11][C:6]1[CH:5]=[CH:4][C:3]([CH:14]=[O:15])=[CH:10][C:7]=1[C:8]#[N:9]. The yield is 0.960.